From a dataset of Full USPTO retrosynthesis dataset with 1.9M reactions from patents (1976-2016). Predict the reactants needed to synthesize the given product. Given the product [ClH:34].[CH:21]1([N:19]([CH3:20])[C:17]2[CH:16]=[N:15][C:13]3[CH2:14][NH:8][CH2:9][C@H:10]([CH2:25][O:26][CH3:27])[O:11][C:12]=3[N:18]=2)[CH2:22][CH2:23][CH2:24]1, predict the reactants needed to synthesize it. The reactants are: C([N:8]1[CH2:14][C:13]2[N:15]=[CH:16][C:17]([N:19]([CH:21]3[CH2:24][CH2:23][CH2:22]3)[CH3:20])=[N:18][C:12]=2[O:11][C@@H:10]([CH2:25][O:26][CH3:27])[CH2:9]1)C1C=CC=CC=1.C(OCC)(=O)C.[ClH:34].